This data is from Choline transporter screen with 302,306 compounds. The task is: Binary Classification. Given a drug SMILES string, predict its activity (active/inactive) in a high-throughput screening assay against a specified biological target. The compound is O=C1N(N=C(C1)c1ccc(OC)cc1)c1nc(cc(n1)C)C. The result is 0 (inactive).